Dataset: Forward reaction prediction with 1.9M reactions from USPTO patents (1976-2016). Task: Predict the product of the given reaction. (1) Given the reactants Cl[C:2]1[N:3]=[CH:4][C:5]2[C:10]([CH3:11])=[C:9]([C:12](=[O:14])[CH3:13])[N:8]([CH:15]3[CH2:19][CH2:18][CH2:17][CH2:16]3)[C:6]=2[N:7]=1.[NH2:20][C:21]1[CH:26]=[CH:25][C:24]([N:27]2[CH2:32][CH2:31][N:30]([C:33](=[O:35])[CH3:34])[CH2:29][CH2:28]2)=[CH:23][CH:22]=1.C1C=CC(P(C2C(C3C(P(C4C=CC=CC=4)C4C=CC=CC=4)=CC=C4C=3C=CC=C4)=C3C(C=CC=C3)=CC=2)C2C=CC=CC=2)=CC=1.CC([O-])(C)C.[Na+], predict the reaction product. The product is: [C:33]([N:30]1[CH2:29][CH2:28][N:27]([C:24]2[CH:25]=[CH:26][C:21]([NH:20][C:2]3[N:3]=[CH:4][C:5]4[C:10]([CH3:11])=[C:9]([C:12](=[O:14])[CH3:13])[N:8]([CH:15]5[CH2:19][CH2:18][CH2:17][CH2:16]5)[C:6]=4[N:7]=3)=[CH:22][CH:23]=2)[CH2:32][CH2:31]1)(=[O:35])[CH3:34]. (2) Given the reactants [OH:1][C:2]1[CH:3]=[C:4]2[C:9](=[CH:10][CH:11]=1)[CH:8]=[C:7]([C:12]#[N:13])[CH:6]=[CH:5]2.[C:14]([C@@H:18]1[CH2:23][CH2:22][C@H:21](O)[CH2:20][CH2:19]1)([CH3:17])([CH3:16])[CH3:15].C1C=CC(P(C2C=CC=CC=2)C2C=CC=CC=2)=CC=1.CC(OC(/N=N/C(OC(C)C)=O)=O)C, predict the reaction product. The product is: [C:14]([C@H:18]1[CH2:23][CH2:22][C@H:21]([O:1][C:2]2[CH:3]=[C:4]3[C:9](=[CH:10][CH:11]=2)[CH:8]=[C:7]([C:12]#[N:13])[CH:6]=[CH:5]3)[CH2:20][CH2:19]1)([CH3:17])([CH3:16])[CH3:15]. (3) The product is: [F:1][C:2]([F:36])([F:35])[C:3]1[CH:4]=[C:5]([C:13]([CH3:34])([CH3:33])[C:14]([N:16]([C:18]2[CH:19]=[N:20][C:21]([N:42]3[CH2:41][CH2:40][N:39]4[CH2:43][CH2:44][CH2:45][C@@H:38]4[CH2:37]3)=[CH:22][C:23]=2[C:24]2[CH:29]=[CH:28][C:27]([F:30])=[CH:26][C:25]=2[CH3:31])[CH3:17])=[O:15])[CH:6]=[C:7]([C:9]([F:12])([F:11])[F:10])[CH:8]=1. Given the reactants [F:1][C:2]([F:36])([F:35])[C:3]1[CH:4]=[C:5]([C:13]([CH3:34])([CH3:33])[C:14]([N:16]([C:18]2[CH:19]=[N:20][C:21](Cl)=[CH:22][C:23]=2[C:24]2[CH:29]=[CH:28][C:27]([F:30])=[CH:26][C:25]=2[CH3:31])[CH3:17])=[O:15])[CH:6]=[C:7]([C:9]([F:12])([F:11])[F:10])[CH:8]=1.[CH2:37]1[NH:42][CH2:41][CH2:40][N:39]2[CH2:43][CH2:44][CH2:45][C@H:38]12.C(=O)([O-])[O-].[K+].[K+], predict the reaction product. (4) Given the reactants [N+:1]([C:4]1[CH:16]=[CH:15][C:7]([CH2:8][C:9]2[CH:14]=[CH:13][N:12]=[CH:11][CH:10]=2)=[CH:6][CH:5]=1)([O-])=O.Cl.O, predict the reaction product. The product is: [NH:12]1[CH2:13][CH2:14][CH:9]([CH2:8][C:7]2[CH:6]=[CH:5][C:4]([NH2:1])=[CH:16][CH:15]=2)[CH2:10][CH2:11]1. (5) Given the reactants [Br:1][C:2]1[CH:7]=[CH:6][CH:5]=[C:4]([N+:8]([O-:10])=[O:9])[C:3]=1[CH2:11]Br.[Cl:13][C:14]1[CH:19]=[CH:18][C:17]([S:20]([N:23]2[C:32]3[C:27](=[CH:28][CH:29]=[CH:30][CH:31]=3)[CH2:26][CH2:25][CH2:24]2)(=[O:22])=[O:21])=[CH:16][C:15]=1[NH:33][C:34](=[O:38])[O:35][CH2:36][CH3:37].C(=O)([O-])[O-].[Cs+].[Cs+], predict the reaction product. The product is: [Br:1][C:2]1[CH:7]=[CH:6][CH:5]=[C:4]([N+:8]([O-:10])=[O:9])[C:3]=1[CH2:11][N:33]([C:15]1[CH:16]=[C:17]([S:20]([N:23]2[C:32]3[C:27](=[CH:28][CH:29]=[CH:30][CH:31]=3)[CH2:26][CH2:25][CH2:24]2)(=[O:22])=[O:21])[CH:18]=[CH:19][C:14]=1[Cl:13])[C:34](=[O:38])[O:35][CH2:36][CH3:37]. (6) Given the reactants [Cl:1][C:2]1[CH:3]=[C:4]([N:10]2[C:14]([CH3:15])=[C:13]([CH2:16][C:17]3[CH:25]=[CH:24][C:20]([C:21]([OH:23])=O)=[CH:19][CH:18]=3)[C:12]([CH3:26])=[N:11]2)[CH:5]=[CH:6][C:7]=1[C:8]#[N:9].[NH2:27][CH:28]([CH2:31][OH:32])[CH2:29][OH:30], predict the reaction product. The product is: [Cl:1][C:2]1[CH:3]=[C:4]([N:10]2[C:14]([CH3:15])=[C:13]([CH2:16][C:17]3[CH:18]=[CH:19][C:20]([C:21]([NH:27][CH:28]([CH2:31][OH:32])[CH2:29][OH:30])=[O:23])=[CH:24][CH:25]=3)[C:12]([CH3:26])=[N:11]2)[CH:5]=[CH:6][C:7]=1[C:8]#[N:9]. (7) Given the reactants [C:1]([C:4]1[S:5][C:6]([Br:9])=[CH:7][CH:8]=1)(=[O:3])[CH3:2].[CH3:10][N:11]([CH3:20])[C:12]1[CH:19]=[CH:18][C:15]([CH:16]=O)=[CH:14][CH:13]=1.[OH-].[K+], predict the reaction product. The product is: [Br:9][C:6]1[S:5][C:4]([C:1](=[O:3])[CH:2]=[CH:16][C:15]2[CH:18]=[CH:19][C:12]([N:11]([CH3:20])[CH3:10])=[CH:13][CH:14]=2)=[CH:8][CH:7]=1.